This data is from Forward reaction prediction with 1.9M reactions from USPTO patents (1976-2016). The task is: Predict the product of the given reaction. (1) Given the reactants [H-].[Al+3].[Li+].[H-].[H-].[H-].[N:7]([N:9]1[CH2:14][CH2:13][N:12]([CH2:15][C:16]([F:19])([F:18])[F:17])[CH2:11][CH2:10]1)=O.C(OCC)(=O)C, predict the reaction product. The product is: [F:19][C:16]([F:17])([F:18])[CH2:15][N:12]1[CH2:13][CH2:14][N:9]([NH2:7])[CH2:10][CH2:11]1. (2) Given the reactants [CH2:1]([N:8]1[C:16]2[CH:15]=[CH:14][CH:13]=[C:12]([OH:17])[C:11]=2[CH:10]=[C:9]1[CH3:18])[C:2]1[CH:7]=[CH:6][CH:5]=[CH:4][CH:3]=1.[H-].[Na+].[CH3:21][O:22][C:23](=[O:32])[CH:24](Br)[C:25]1[CH:30]=[CH:29][CH:28]=[CH:27][CH:26]=1, predict the reaction product. The product is: [CH3:21][O:22][C:23](=[O:32])[CH:24]([O:17][C:12]1[CH:13]=[CH:14][CH:15]=[C:16]2[C:11]=1[CH:10]=[C:9]([CH3:18])[N:8]2[CH2:1][C:2]1[CH:3]=[CH:4][CH:5]=[CH:6][CH:7]=1)[C:25]1[CH:26]=[CH:27][CH:28]=[CH:29][CH:30]=1. (3) Given the reactants CC1(C)C(C)(C)OB([C:9]2[CH:15]=[CH:14][C:12]([NH2:13])=[CH:11][CH:10]=2)O1.Cl[C:18]1[N:19]=[C:20]([N:28]2[CH2:33][CH2:32][O:31][CH2:30][C@@H:29]2[CH3:34])[C:21]2[CH2:26][N:25]([CH3:27])[CH2:24][C:22]=2[N:23]=1, predict the reaction product. The product is: [CH3:27][N:25]1[CH2:26][C:21]2[C:20]([N:28]3[CH2:33][CH2:32][O:31][CH2:30][C@@H:29]3[CH3:34])=[N:19][C:18]([C:9]3[CH:10]=[CH:11][C:12]([NH2:13])=[CH:14][CH:15]=3)=[N:23][C:22]=2[CH2:24]1. (4) Given the reactants [C:1]([NH:4][CH:5](C(OCC)=O)[C:6]([O:8]CC)=[O:7])(=[O:3])[CH3:2].CC(C)([O-])C.[K+].[F:22][C:23]1[CH:28]=[CH:27][C:26]([C:29](Cl)(Cl)[C:30]2[CH:35]=[CH:34][C:33]([F:36])=[CH:32][CH:31]=2)=[CH:25][CH:24]=1.[I-].[K+].[OH-].[Na+], predict the reaction product. The product is: [C:1]([NH:4][CH:5]([CH:29]([C:30]1[CH:35]=[CH:34][C:33]([F:36])=[CH:32][CH:31]=1)[C:26]1[CH:27]=[CH:28][C:23]([F:22])=[CH:24][CH:25]=1)[C:6]([OH:8])=[O:7])(=[O:3])[CH3:2]. (5) Given the reactants [NH:1]1[C:5]2[CH:6]=[CH:7][CH:8]=[CH:9][C:4]=2[N:3]=[C:2]1[CH2:10][N:11]([CH:21]1[C:30]2[N:29]=[CH:28][CH:27]=[CH:26][C:25]=2[CH2:24][CH2:23][CH2:22]1)[CH2:12][C:13]1[CH:18]=[CH:17][C:16]([CH2:19][NH2:20])=[CH:15][CH:14]=1.C(OC(=O)[NH:37][CH2:38][CH:39]=O)(C)(C)C.[BH-](OC(C)=O)(OC(C)=O)OC(C)=O.[Na+], predict the reaction product. The product is: [NH:1]1[C:5]2[CH:6]=[CH:7][CH:8]=[CH:9][C:4]=2[N:3]=[C:2]1[CH2:10][N:11]([CH2:12][C:13]1[CH:14]=[CH:15][C:16]([CH2:19][NH:20][CH2:39][CH2:38][NH2:37])=[CH:17][CH:18]=1)[CH:21]1[C:30]2[N:29]=[CH:28][CH:27]=[CH:26][C:25]=2[CH2:24][CH2:23][CH2:22]1. (6) Given the reactants [C:1]1([C:7]2[N:11]([C:12]3[CH:17]=[CH:16][C:15]([S:18]([NH2:21])(=[O:20])=[O:19])=[CH:14][CH:13]=3)[N:10]=[C:9]([CH:22]([F:24])[F:23])[CH:8]=2)[CH2:6][CH2:5][CH2:4][CH2:3][CH:2]=1, predict the reaction product. The product is: [CH:1]1([C:7]2[N:11]([C:12]3[CH:17]=[CH:16][C:15]([S:18]([NH2:21])(=[O:19])=[O:20])=[CH:14][CH:13]=3)[N:10]=[C:9]([CH:22]([F:23])[F:24])[CH:8]=2)[CH2:2][CH2:3][CH2:4][CH2:5][CH2:6]1. (7) Given the reactants [CH3:1][O:2][C:3]1[CH:8]=[CH:7][CH:6]=[CH:5][C:4]=1[CH:9]1[CH2:20][C:19]2[N:18]([CH3:21])[CH:17]=[CH:16][C:15]=2[CH:14]2[CH:10]1[C:11](=[O:23])[NH:12][C:13]2=[O:22].C(C1C(=O)C(Cl)=C(Cl)C(=O)C=1C#N)#N, predict the reaction product. The product is: [CH3:1][O:2][C:3]1[CH:8]=[CH:7][CH:6]=[CH:5][C:4]=1[C:9]1[CH:20]=[C:19]2[C:15]([CH:16]=[CH:17][N:18]2[CH3:21])=[C:14]2[C:10]=1[C:11](=[O:23])[NH:12][C:13]2=[O:22]. (8) Given the reactants B1(B2[CH:6]3[CH2:7][CH2:8][CH2:9][CH:2]2[CH2:3][CH2:4][CH2:5]3)[CH:6]2[CH2:7][CH2:8][CH2:9][CH:2]1[CH2:3][CH2:4][CH2:5]2.C=CCCCCCC.P([O-])([O-])([O-])=O.[K+].[K+].[K+].[CH2:35]([NH:39][C:40]1[N:45]=[C:44]([C:46]2[C:47]([C:56]3[CH:61]=[CH:60][C:59]([F:62])=[CH:58][CH:57]=3)=[N:48][N:49]3[C:54](Cl)=[CH:53][CH:52]=[CH:51][C:50]=23)[CH:43]=[CH:42][N:41]=1)[CH2:36][CH2:37][CH3:38].B, predict the reaction product. The product is: [CH2:35]([NH:39][C:40]1[N:45]=[C:44]([C:46]2[C:47]([C:56]3[CH:61]=[CH:60][C:59]([F:62])=[CH:58][CH:57]=3)=[N:48][N:49]3[C:54]([CH2:8][CH2:9][CH2:2][CH2:3][CH2:4][CH2:5][CH2:6][CH3:7])=[CH:53][CH:52]=[CH:51][C:50]=23)[CH:43]=[CH:42][N:41]=1)[CH2:36][CH2:37][CH3:38]. (9) The product is: [ClH:1].[Cl:1][C:2]1[C:11]([CH2:12][NH:13][CH:14]2[CH2:19][CH2:18][N:17]([CH2:20][CH2:21][N:22]3[C:31]4[C:26](=[CH:27][CH:28]=[C:29]([O:32][CH3:33])[CH:30]=4)[N:25]=[CH:24][C:23]3=[O:34])[CH2:16][CH2:15]2)=[N:10][C:9]2[N:8]([CH3:35])[C:7](=[O:36])[CH2:6][S:5][C:4]=2[CH:3]=1. Given the reactants [Cl:1][C:2]1[C:11]([CH2:12][NH:13][CH:14]2[CH2:19][CH2:18][N:17]([CH2:20][CH2:21][N:22]3[C:31]4[C:26](=[CH:27][CH:28]=[C:29]([O:32][CH3:33])[CH:30]=4)[N:25]=[CH:24][C:23]3=[O:34])[CH2:16][CH2:15]2)=[N:10][C:9]2[N:8]([CH3:35])[C:7](=[O:36])[CH2:6][S:5][C:4]=2[CH:3]=1.Cl.C(OCC)(=O)C, predict the reaction product. (10) Given the reactants [CH3:1][O:2][C:3]1[CH:4]=[C:5]([N:12]2[CH2:17][CH2:16][CH:15]([N:18]3[CH2:23][CH2:22][N:21]([CH3:24])[CH2:20][CH2:19]3)[CH2:14][CH2:13]2)[CH:6]=[CH:7][C:8]=1[N+:9]([O-])=O, predict the reaction product. The product is: [CH3:1][O:2][C:3]1[CH:4]=[C:5]([N:12]2[CH2:17][CH2:16][CH:15]([N:18]3[CH2:19][CH2:20][N:21]([CH3:24])[CH2:22][CH2:23]3)[CH2:14][CH2:13]2)[CH:6]=[CH:7][C:8]=1[NH2:9].